This data is from Reaction yield outcomes from USPTO patents with 853,638 reactions. The task is: Predict the reaction yield, written as a fraction of the theoretical maximum amount of product (1.0 means a 100% yield; for example, 0.34 means a 34% yield). (1) The reactants are Br[C:2]1[CH:7]=[CH:6][C:5]([CH2:8][C:9]([NH:11][C:12]2[CH:17]=[CH:16][C:15]([Cl:18])=[C:14]([Cl:19])[CH:13]=2)=[O:10])=[C:4]([F:20])[CH:3]=1.[CH2:21]([O:23][C:24]1[C:25]([O:39][CH2:40][C:41]2[CH:46]=[CH:45][C:44]([O:47][CH3:48])=[CH:43][CH:42]=2)=[N:26][CH:27]=[C:28](B2OC(C)(C)C(C)(C)O2)[CH:29]=1)[CH3:22].C([O-])([O-])=O.[Cs+].[Cs+]. The catalyst is O1CCOCC1.O.C(Cl)Cl.C1C=CC(P(C2C=CC=CC=2)[C-]2C=CC=C2)=CC=1.C1C=CC(P(C2C=CC=CC=2)[C-]2C=CC=C2)=CC=1.Cl[Pd]Cl.[Fe+2]. The product is [Cl:19][C:14]1[CH:13]=[C:12]([NH:11][C:9](=[O:10])[CH2:8][C:5]2[CH:6]=[CH:7][C:2]([C:28]3[CH:27]=[N:26][C:25]([O:39][CH2:40][C:41]4[CH:42]=[CH:43][C:44]([O:47][CH3:48])=[CH:45][CH:46]=4)=[C:24]([O:23][CH2:21][CH3:22])[CH:29]=3)=[CH:3][C:4]=2[F:20])[CH:17]=[CH:16][C:15]=1[Cl:18]. The yield is 0.527. (2) The reactants are [Cl:1][C:2]1[CH:10]=[C:6]([C:7]([OH:9])=O)[C:5]([OH:11])=[CH:4][CH:3]=1.[NH2:12][C:13]1[S:14][CH:15]=[C:16]([C:18]2[CH:23]=[CH:22][C:21]([O:24][CH3:25])=[CH:20][CH:19]=2)[N:17]=1. No catalyst specified. The product is [Cl:1][C:2]1[CH:3]=[CH:4][C:5]([OH:11])=[C:6]([CH:10]=1)[C:7]([NH:12][C:13]1[S:14][CH:15]=[C:16]([C:18]2[CH:19]=[CH:20][C:21]([O:24][CH3:25])=[CH:22][CH:23]=2)[N:17]=1)=[O:9]. The yield is 0.164. (3) The reactants are [C:1]([O:7][CH2:8]Cl)(=[O:6])[C:2]([CH3:5])([CH3:4])[CH3:3].[CH2:10]([O:17][C:18]1[CH:27]=[C:26]2[C:21]([C:22](=[O:28])[NH:23][CH:24]=[N:25]2)=[CH:20][C:19]=1[O:29][CH3:30])[C:11]1[CH:16]=[CH:15][CH:14]=[CH:13][CH:12]=1.C(=O)([O-])[O-].[K+].[K+]. No catalyst specified. The product is [C:1]([O:7][CH2:8][N:23]1[C:22](=[O:28])[C:21]2[C:26](=[CH:27][C:18]([O:17][CH2:10][C:11]3[CH:16]=[CH:15][CH:14]=[CH:13][CH:12]=3)=[C:19]([O:29][CH3:30])[CH:20]=2)[N:25]=[CH:24]1)(=[O:6])[C:2]([CH3:5])([CH3:4])[CH3:3]. The yield is 1.00. (4) The reactants are [NH2:1][C:2]1[S:6][C:5]([C:7]2[CH:12]=[CH:11][CH:10]=[CH:9][CH:8]=2)=[N:4][C:3]=1[C:13]([NH2:15])=[O:14].[CH3:16][O:17][C:18]1[CH:19]=[C:20]([CH:24]=[CH:25][C:26]=1[O:27][CH3:28])[C:21](Cl)=[O:22].C1CCN2C(=NCCC2)CC1. The catalyst is CN1C(=O)CCC1. The product is [CH3:16][O:17][C:18]1[CH:19]=[C:20]([CH:24]=[CH:25][C:26]=1[O:27][CH3:28])[C:21]([NH:1][C:2]1[S:6][C:5]([C:7]2[CH:12]=[CH:11][CH:10]=[CH:9][CH:8]=2)=[N:4][C:3]=1[C:13]([NH2:15])=[O:14])=[O:22]. The yield is 0.300. (5) The reactants are [C:1]1([CH2:7][CH2:8][CH2:9][CH2:10][CH2:11][CH2:12][C:13]([C:15]2[O:16][C:17]([C:20]3[CH:29]=[CH:28][C:23]([C:24]([O:26]C)=[O:25])=[CH:22][CH:21]=3)=[CH:18][N:19]=2)=[O:14])[CH:6]=[CH:5][CH:4]=[CH:3][CH:2]=1. The catalyst is CCOC(C)=O. The product is [C:1]1([CH2:7][CH2:8][CH2:9][CH2:10][CH2:11][CH2:12][C:13]([C:15]2[O:16][C:17]([C:20]3[CH:21]=[CH:22][C:23]([C:24]([OH:26])=[O:25])=[CH:28][CH:29]=3)=[CH:18][N:19]=2)=[O:14])[CH:2]=[CH:3][CH:4]=[CH:5][CH:6]=1. The yield is 0.830. (6) The reactants are [CH3:1][N:2]1[C:6]([N:7]([C:15]([O:17]CC(Cl)(Cl)Cl)=O)C(OC(Cl)(Cl)Cl)=O)=[CH:5][CH:4]=[N:3]1.[F:23][C:24]1[CH:29]=[CH:28][CH:27]=[CH:26][C:25]=1[C:30]1[N:31]=[C:32]([N:35]2[CH2:40][CH2:39][NH:38][CH2:37][CH2:36]2)[S:33][CH:34]=1.C(N(C(C)C)CC)(C)C.O. The catalyst is CS(C)=O. The product is [F:23][C:24]1[CH:29]=[CH:28][CH:27]=[CH:26][C:25]=1[C:30]1[N:31]=[C:32]([N:35]2[CH2:36][CH2:37][N:38]([C:15]([NH:7][C:6]3[N:2]([CH3:1])[N:3]=[CH:4][CH:5]=3)=[O:17])[CH2:39][CH2:40]2)[S:33][CH:34]=1. The yield is 0.188. (7) The reactants are [H-].[Na+].[Cl:3][C:4]1[CH:5]=[C:6]([S:11][C:12]2[CH:17]=[CH:16][C:15]([N+:18]([O-:20])=[O:19])=[CH:14][C:13]=2[S:21]([NH:24][CH2:25][CH2:26][N:27]2[CH2:32][CH2:31][CH2:30][CH2:29][CH2:28]2)(=[O:23])=[O:22])[CH:7]=[C:8]([Cl:10])[CH:9]=1.[CH3:33]I. The catalyst is C1COCC1.CCOC(C)=O. The product is [Cl:10][C:8]1[CH:7]=[C:6]([S:11][C:12]2[CH:17]=[CH:16][C:15]([N+:18]([O-:20])=[O:19])=[CH:14][C:13]=2[S:21]([N:24]([CH3:33])[CH2:25][CH2:26][N:27]2[CH2:28][CH2:29][CH2:30][CH2:31][CH2:32]2)(=[O:22])=[O:23])[CH:5]=[C:4]([Cl:3])[CH:9]=1. The yield is 0.350. (8) The reactants are [Si:1]([O:8][CH:9]([C:12]1[CH:17]=[CH:16][CH:15]=[C:14]([Cl:18])[CH:13]=1)[CH:10]=O)([C:4]([CH3:7])([CH3:6])[CH3:5])([CH3:3])[CH3:2].[CH3:19][C:20]([S:23]([NH2:25])=[O:24])([CH3:22])[CH3:21]. The catalyst is ClCCl.S([O-])([O-])(=O)=O.[Cu+2]. The product is [Si:1]([O:8][CH:9]([C:12]1[CH:17]=[CH:16][CH:15]=[C:14]([Cl:18])[CH:13]=1)/[CH:10]=[N:25]/[S:23]([C:20]([CH3:22])([CH3:21])[CH3:19])=[O:24])([C:4]([CH3:7])([CH3:6])[CH3:5])([CH3:3])[CH3:2]. The yield is 0.800.